From a dataset of Forward reaction prediction with 1.9M reactions from USPTO patents (1976-2016). Predict the product of the given reaction. Given the reactants [NH2:1][CH:2]1[CH2:7][CH2:6][N:5]([C:8]2[CH:16]=[CH:15][C:11]([C:12]([NH2:14])=[O:13])=[C:10](Cl)[N:9]=2)[CH2:4][CH2:3]1.C([O-])([O-])=O.[K+].[K+].C(OC(N1C=[C:35](B2O[C:34](C)([CH3:35])[C:33](C)([CH3:32])O2)[CH2:34][CH2:33][CH2:32]1)=O)(C)(C)C.O1[CH2:51][CH2:50][O:49][CH2:48][CH2:47]1, predict the reaction product. The product is: [NH2:1][CH:2]1[CH2:7][CH2:6][N:5]([C:8]2[CH:16]=[CH:15][C:11]([C:12]([NH2:14])=[O:13])=[C:10]([C:33]3[CH:34]=[CH:35][C:48]([O:49][C:50]4[CH:51]=[CH:4][CH:3]=[CH:2][CH:7]=4)=[CH:47][CH:32]=3)[N:9]=2)[CH2:4][CH2:3]1.